This data is from NCI-60 drug combinations with 297,098 pairs across 59 cell lines. The task is: Regression. Given two drug SMILES strings and cell line genomic features, predict the synergy score measuring deviation from expected non-interaction effect. (1) Drug 1: CC1C(C(=O)NC(C(=O)N2CCCC2C(=O)N(CC(=O)N(C(C(=O)O1)C(C)C)C)C)C(C)C)NC(=O)C3=C4C(=C(C=C3)C)OC5=C(C(=O)C(=C(C5=N4)C(=O)NC6C(OC(=O)C(N(C(=O)CN(C(=O)C7CCCN7C(=O)C(NC6=O)C(C)C)C)C)C(C)C)C)N)C. Drug 2: C(=O)(N)NO. Cell line: ACHN. Synergy scores: CSS=5.37, Synergy_ZIP=1.72, Synergy_Bliss=2.23, Synergy_Loewe=-32.3, Synergy_HSA=0.00983. (2) Drug 1: C1=CC(=CC=C1CC(C(=O)O)N)N(CCCl)CCCl.Cl. Drug 2: C1CN1P(=S)(N2CC2)N3CC3. Cell line: HCT116. Synergy scores: CSS=25.2, Synergy_ZIP=-8.91, Synergy_Bliss=-2.23, Synergy_Loewe=-7.34, Synergy_HSA=-0.362.